Dataset: Experimentally validated miRNA-target interactions with 360,000+ pairs, plus equal number of negative samples. Task: Binary Classification. Given a miRNA mature sequence and a target amino acid sequence, predict their likelihood of interaction. (1) Result: 0 (no interaction). The protein sequence of the target gene is MSSTESPGRTSDKSPRQQVDRLLLGLRWQRLEEPLGFIKVLQWLFAIFAFGSCGSYSGETGALVLCNNEAKDVSSIIVLFGYPFRLYQVQYEMPLCDQDSTSKTMNLMGDFSAPAEFFVTLGIFSFFYTMAALVIYLRFHKLYTENKRFPLVDFCVTVSFTFFWLVAAAAWGKGLTDVKGATRPSSLTAAMSVCHGEEAVCSAGATPSMGLANLSVLFGFINFFLWAGNCWFVFKETPWHGQGQDQGQGPSQESAAEQGAVEKQ. The miRNA is hsa-miR-324-3p with sequence CCCACUGCCCCAGGUGCUGCUGG. (2) The miRNA is mmu-miR-574-5p with sequence UGAGUGUGUGUGUGUGAGUGUGU. The protein sequence of the target gene is MYKSVSETRHPLQSEEQEVGIDPLFSYSNKTRGDLSQNGRGSNSTLDTEGTFNSYMKEWEELFVNNNYLATVRQKGINGQLRSSRFRSICWKLFLCVLPQDKSQWISKIKELRAWYSSIKEIHITNPRKAAGQQDLMINNPLSQDEGSLWNKFFQDKELRSMIEQDVKRTFPEMQFFQQENVRKILTDVLFCYARENEQLLYKQGMHELLAPIIFTLHCDHQAFLHASESAQPSEEMKTLLNPEYLEHDAYAMFSQLMETAEPWFSTFEHDGQKGKETLMAPIPFARPQDLGPTVAIVTK.... Result: 1 (interaction). (3) The miRNA is mmu-miR-1907 with sequence GAGCAGCAGAGGAUCUGGAGGU. The protein sequence of the target gene is MFRRTLNRLCAGEEKRVGTRTVFVGNHPISGTEPYIAQRFCDNRIVSSKYTLWNFLPKNLFEQFRRIANFYFLIIFLVQVTVDTPTSPVTSGLPLFFVITVTAIKQGYEDWLRHRADNEVNKSAVYIIENAKRVRKESEKIKVGDVVEVQANETFPCDLILLSSCTTDGTCYVTTASLDGESNCKTHYAVRDTIALCTAESIDNLRATIECEQPQPDLYRFVGRISIYSNSIEAVARSLGPENLLLKGATLKNTKKIYGVAVYTGMETKMALNYQGKSQKCSAVEKSINAFLIVYLFILL.... Result: 0 (no interaction). (4) The miRNA is hsa-miR-7158-5p with sequence GGCUCAAUCUCUGGUCCUGCAGCC. The protein sequence of the target gene is MAQWNQLQQLDTRYLEQLHQLYSDSFPMELRQFLAPWIESQDWAYAASKESHATLVFHNLLGEIDQQYSRFLQESNVLYQHNLRRIKQFLQSRYLEKPMEIARIVARCLWEESRLLQTAATAAQQGGQANHPTAAVVTEKQQMLEQHLQDVRKRVQDLEQKMKVVENLQDDFDFNYKTLKSQGDMQDLNGNNQSVTRQKMQQLEQMLTALDQMRRSIVSELAGLLSAMEYVQKTLTDEELADWKRRQQIACIGGPPNICLDRLENWITSLAESQLQTRQQIKKLEELQQKVSYKGDPIVQ.... Result: 1 (interaction). (5) Result: 0 (no interaction). The protein sequence of the target gene is MDPQPPPPAQGSPPHRGRGRGRGRGRGRGRGRGRGGAGAPRAPLPCPTCGRLFRFPYYLSRHRLSHSGLRPHACPLCPKAFRRPAHLSRHLRGHGPQPPLRCAACPRTFPEPAQLRRHLAQEHAGGEVELAIERVAKETAEPSWGPQDEGSEPPTTAAAGATEEEAVAAWPETWPAGEPSTLAAPTSAAEPRESESEEAEAGAAELRAELALAAGRQEEKQVLLQADWTLLCLRCREAFATKGELKAHPCLRPEGEQEGEGGPPPRPKRHQCSICLKAFARPWSLSRHRLVHSTDRPFVC.... The miRNA is hsa-miR-6817-5p with sequence UCUGCCAUAGGAAGCUUGGAGUGG. (6) The miRNA is mmu-miR-546 with sequence AUGGUGGCACGGAGUC. The protein sequence of the target gene is MKAAGILTLIGCLVTGAESKIYTRCKLAKIFSRAGLDNYWGFSLGNWICMAYYESGYNTTAQTVLDDGSIDYGIFQINSFAWCRRGKLKENNHCHVACSALITDDLTDAIICARKIVKETQGMNYWQGWKKHCEGRDLSEWKKGCEVS. Result: 0 (no interaction). (7) The miRNA is mmu-miR-208a-5p with sequence GAGCUUUUGGCCCGGGUUAUAC. The protein sequence of the target gene is MQIFVKTLTGKTITLEVEPSDTIENVKAKIQDKEGIPPDQQRLIFAGKQLEDGRTLSDYNIQKESTLHLVLRLRGGIIEPSLRQLAQKYNCDKMICRKCYARLHPRAVNCRKKKCGHTNNLRPKKKVK. Result: 0 (no interaction). (8) The miRNA is mmu-miR-129-2-3p with sequence AAGCCCUUACCCCAAAAAGCAU. The protein sequence of the target gene is MPFKAFDTFKEKILKPGKEGVKNAVGDSLGILQRKIDGTNEEEDAIELNEEGRPVQTSRAHRPVCDCSCCGIPKRYICDCSCCGIPKRYIIAVMSGLGFCISFGIRCNLGVAIVEMVNNSTVYVDGKPEIQTAQFNWDPETVGLIHGSFFWGYIVTQIPGGFISNKFAASRVFGAAIFLTSTLNMFIPSAARVHYGCVMGVRILQGLVEGVTYPACHGMWSKWAPPLERSRLATTSFCGSYAGAVVAMPLAGVLVQYIGWASVFYIYGMFGIIWYMFWLLQAYECPAAHPTISNAERTYI.... Result: 1 (interaction). (9) The miRNA is cel-miR-252-5p with sequence AUAAGUAGUAGUGCCGCAGGUAA. The protein sequence of the target gene is MGEPQGSMRILVTGGSGLVGKAIQKVVADGAGLPGEDWVFVSSKDADLTDTAQTRALFEKVQPTHVIHLAAMVGGLFRNIKYNLDFWRKNVHMNDNVLHSAFEVGARKVVSCLSTCIFPDKTTYPIDETMIHNGPPHNSNFGYSYAKRMIDVQNRAYFQQYGCTFTAVIPTNVFGPHDNFNIEDGHVLPGLIHKVHLAKSSGSALTVWGTGNPRRQFIYSLDLAQLFIWVLREYNEVEPIILSVGEEDEVSIKEAAEAVVEAMDFHGEVTFDTTKSDGQFKKTASNSKLRTYLPDFRFTP.... Result: 0 (no interaction). (10) The miRNA is hsa-miR-374c-5p with sequence AUAAUACAACCUGCUAAGUGCU. Result: 0 (no interaction). The protein sequence of the target gene is MAGSYPEGAPAVLADKRQQFGSRFLRDPARVFHHNAWDNVEWSEEQAAAAERKVQENSIQRVCQEKQVDYEINAHKYWNDFYKIHENGFFKDRHWLFTEFPELAPSQNQNHLKDWFLENKSEVPECRNNEDGPGLIMEEQHKCSSKSLEHKTQTLPVEENVTQKISDLEICADEFPGSSATYRILEVGCGVGNTVFPILQTNNDPGLFVYCCDFSSTAIELVQTNSEYDPSRCFAFVHDLCDEEKSYPVPKGSLDIIILIFVLSAIVPDKMQKAINRLSRLLKPGGMMLLRDYGRYDMAQ....